Dataset: Forward reaction prediction with 1.9M reactions from USPTO patents (1976-2016). Task: Predict the product of the given reaction. (1) Given the reactants Cl[C:2]1[C:7]([C:8]2[CH:13]=[CH:12][CH:11]=[CH:10][C:9]=2C(F)(F)F)=[CH:6][C:5]([O:18][CH3:19])=[C:4]([C:20]([N:22]2[C:28]3[CH:29]=[CH:30][CH:31]=[CH:32][C:27]=3[CH2:26][N:25]3[C:33]([C:36]([N:38]([CH3:50])[CH2:39][C@H:40]([OH:49])[C@@H:41]([OH:48])[C@H:42]([OH:47])[C@H](O)CO)=[O:37])=[CH:34][CH:35]=[C:24]3[CH2:23]2)=[O:21])[CH:3]=1.[F:51]C1C=CC=CC=1B(O)O.[C:61](=[O:64])([O-])[O-].[K+].[K+].[ClH:67].CN(C)[CH:70]=[O:71], predict the reaction product. The product is: [OH:71][CH:70]([CH2:61][OH:64])[CH2:50][N:38]([CH2:39][CH:40]([OH:49])[CH:41]([OH:48])[CH2:42][OH:47])[C:36]([C:33]1[N:25]2[C:24]([CH2:23][N:22]([C:20]([C:4]3[CH:3]=[C:2]([Cl:67])[C:7]([C:8]4[CH:13]=[CH:12][CH:11]=[CH:10][C:9]=4[F:51])=[CH:6][C:5]=3[O:18][CH3:19])=[O:21])[C:28]3[CH:29]=[CH:30][CH:31]=[CH:32][C:27]=3[CH2:26]2)=[CH:35][CH:34]=1)=[O:37]. (2) Given the reactants Br[C:2]1[CH:3]=[C:4]2[CH:10]=[CH:9][NH:8][C:5]2=[N:6][CH:7]=1.[C:11]1(=[O:17])[CH2:16][CH2:15][CH2:14][CH2:13][CH2:12]1.O[C:19]1[CH:20]=[C:21](B(O)O)[CH:22]=[CH:23][CH:24]=1.C(=O)([O-])[O-].[Na+].[Na+], predict the reaction product. The product is: [C:19]1([C:10]2[C:4]3[C:5](=[N:6][CH:7]=[C:2]([C:13]4[CH:12]=[C:11]([OH:17])[CH:16]=[CH:15][CH:14]=4)[CH:3]=3)[NH:8][CH:9]=2)[CH2:20][CH2:21][CH2:22][CH2:23][CH:24]=1.